Dataset: Forward reaction prediction with 1.9M reactions from USPTO patents (1976-2016). Task: Predict the product of the given reaction. (1) Given the reactants [F:1][C:2]([F:42])([F:41])[C@H:3]([N:28]1[CH2:32][CH2:31][C@H:30]([NH:33]C(=O)OC(C)(C)C)[CH2:29]1)[C:4]1[CH:5]=[CH:6][C:7]2[N:8]([C:10]([C:13]3[CH:22]=[CH:21][C:20]4[C:15](=[CH:16][C:17]([O:23][CH2:24][CH2:25][O:26][CH3:27])=[CH:18][CH:19]=4)[N:14]=3)=[N:11][N:12]=2)[CH:9]=1.[ClH:43], predict the reaction product. The product is: [ClH:43].[ClH:43].[F:41][C:2]([F:1])([F:42])[C@H:3]([N:28]1[CH2:32][CH2:31][C@H:30]([NH2:33])[CH2:29]1)[C:4]1[CH:5]=[CH:6][C:7]2[N:8]([C:10]([C:13]3[CH:22]=[CH:21][C:20]4[C:15](=[CH:16][C:17]([O:23][CH2:24][CH2:25][O:26][CH3:27])=[CH:18][CH:19]=4)[N:14]=3)=[N:11][N:12]=2)[CH:9]=1. (2) Given the reactants [CH:1]1([CH2:4][O:5][C:6]2[N:11]=[C:10]([C:12]([OH:14])=O)[CH:9]=[CH:8][C:7]=2[N:15]2[CH2:18][C:17]([F:20])([F:19])[CH2:16]2)[CH2:3][CH2:2]1.[CH3:21][O:22][CH2:23][CH2:24][NH:25][C:26]([CH3:29])([CH3:28])[CH3:27].CN(C(ON1N=NC2C=CC=CC1=2)=[N+](C)C)C.[B-](F)(F)(F)F.CCN(C(C)C)C(C)C, predict the reaction product. The product is: [C:26]([N:25]([CH2:24][CH2:23][O:22][CH3:21])[C:12]([C:10]1[CH:9]=[CH:8][C:7]([N:15]2[CH2:18][C:17]([F:20])([F:19])[CH2:16]2)=[C:6]([O:5][CH2:4][CH:1]2[CH2:2][CH2:3]2)[N:11]=1)=[O:14])([CH3:29])([CH3:28])[CH3:27]. (3) The product is: [CH3:27][C:18]1[CH:23]=[CH:22][CH:21]=[CH:20][C:19]=1[C:2]1[CH:8]=[CH:7][C:6]([N+:9]([O-:11])=[O:10])=[CH:5][C:3]=1[NH2:4]. Given the reactants Br[C:2]1[CH:8]=[CH:7][C:6]([N+:9]([O-:11])=[O:10])=[CH:5][C:3]=1[NH2:4].C(=O)([O-])[O-].[Na+].[Na+].[C:18]1([CH3:27])[CH:23]=[CH:22][CH:21]=[CH:20][C:19]=1B(O)O, predict the reaction product. (4) The product is: [Si:19]([O:6][C:7]1[C:12](=[O:13])[CH:11]=[CH:10][O:9][C:8]=1[CH3:14])([C:15]([CH3:18])([CH3:17])[CH3:16])([CH3:22])[CH3:21]. Given the reactants N1C=CN=C1.[OH:6][C:7]1[C:12](=[O:13])[CH:11]=[CH:10][O:9][C:8]=1[CH3:14].[C:15]([Si:19]([CH3:22])([CH3:21])Cl)([CH3:18])([CH3:17])[CH3:16].C(=O)([O-])O, predict the reaction product. (5) Given the reactants Cl[C:2]1[CH:11]=[CH:10][C:9]2[C:4](=[CH:5][CH:6]=[C:7]([N+:12]([O-:14])=[O:13])[CH:8]=2)[N:3]=1.[F:15][C:16]1[CH:25]=[CH:24][C:19]2[CH:20]([NH2:23])[CH2:21][O:22][C:18]=2[CH:17]=1.C(N(C(C)C)C(C)C)C, predict the reaction product. The product is: [F:15][C:16]1[CH:25]=[CH:24][C:19]2[CH:20]([NH:23][C:2]3[CH:11]=[CH:10][C:9]4[C:4](=[CH:5][CH:6]=[C:7]([N+:12]([O-:14])=[O:13])[CH:8]=4)[N:3]=3)[CH2:21][O:22][C:18]=2[CH:17]=1. (6) The product is: [NH2:1][C:2]1[N:6]([CH2:7][CH2:8][Cl:32])[N:5]=[CH:4][C:3]=1[C:10]#[N:11]. Given the reactants [NH2:1][C:2]1[N:6]([CH2:7][CH2:8]O)[N:5]=[CH:4][C:3]=1[C:10]#[N:11].C1(P(C2C=CC=CC=2)C2C=CC=CC=2)C=CC=CC=1.C(Cl)(Cl)(Cl)[Cl:32], predict the reaction product.